Dataset: NCI-60 drug combinations with 297,098 pairs across 59 cell lines. Task: Regression. Given two drug SMILES strings and cell line genomic features, predict the synergy score measuring deviation from expected non-interaction effect. (1) Drug 1: CC12CCC3C(C1CCC2=O)CC(=C)C4=CC(=O)C=CC34C. Drug 2: CC(C)(C#N)C1=CC(=CC(=C1)CN2C=NC=N2)C(C)(C)C#N. Cell line: LOX IMVI. Synergy scores: CSS=19.2, Synergy_ZIP=-2.16, Synergy_Bliss=-5.13, Synergy_Loewe=-3.86, Synergy_HSA=-3.68. (2) Drug 1: CN1C(=O)N2C=NC(=C2N=N1)C(=O)N. Drug 2: C1=CC=C(C=C1)NC(=O)CCCCCCC(=O)NO. Cell line: SF-295. Synergy scores: CSS=6.94, Synergy_ZIP=4.18, Synergy_Bliss=7.40, Synergy_Loewe=-8.29, Synergy_HSA=0.197. (3) Drug 1: CN(C)N=NC1=C(NC=N1)C(=O)N. Drug 2: C1=NC(=NC(=O)N1C2C(C(C(O2)CO)O)O)N. Cell line: SK-MEL-5. Synergy scores: CSS=-0.913, Synergy_ZIP=-1.13, Synergy_Bliss=-3.22, Synergy_Loewe=-10.0, Synergy_HSA=-7.97. (4) Drug 1: CC1=C(C=C(C=C1)C(=O)NC2=CC(=CC(=C2)C(F)(F)F)N3C=C(N=C3)C)NC4=NC=CC(=N4)C5=CN=CC=C5. Drug 2: C1=CC=C(C(=C1)C(C2=CC=C(C=C2)Cl)C(Cl)Cl)Cl. Cell line: SW-620. Synergy scores: CSS=4.29, Synergy_ZIP=0.201, Synergy_Bliss=2.13, Synergy_Loewe=4.40, Synergy_HSA=1.19. (5) Drug 1: C1=CC(=C2C(=C1NCCNCCO)C(=O)C3=C(C=CC(=C3C2=O)O)O)NCCNCCO. Drug 2: CC1=C(C=C(C=C1)NC(=O)C2=CC=C(C=C2)CN3CCN(CC3)C)NC4=NC=CC(=N4)C5=CN=CC=C5. Cell line: OVCAR3. Synergy scores: CSS=42.0, Synergy_ZIP=17.4, Synergy_Bliss=16.7, Synergy_Loewe=-6.85, Synergy_HSA=15.2. (6) Drug 1: CN1C(=O)N2C=NC(=C2N=N1)C(=O)N. Drug 2: C1=NC2=C(N1)C(=S)N=CN2. Cell line: A549. Synergy scores: CSS=21.7, Synergy_ZIP=-6.66, Synergy_Bliss=-0.919, Synergy_Loewe=-34.5, Synergy_HSA=-1.05. (7) Drug 1: CC1C(C(CC(O1)OC2CC(CC3=C2C(=C4C(=C3O)C(=O)C5=C(C4=O)C(=CC=C5)OC)O)(C(=O)CO)O)N)O.Cl. Drug 2: C1CN(CCN1C(=O)CCBr)C(=O)CCBr. Cell line: OVCAR-5. Synergy scores: CSS=13.8, Synergy_ZIP=-3.37, Synergy_Bliss=1.73, Synergy_Loewe=1.17, Synergy_HSA=1.69.